Task: Predict the product of the given reaction.. Dataset: Forward reaction prediction with 1.9M reactions from USPTO patents (1976-2016) (1) Given the reactants [F:1][C:2]1[CH:9]=[CH:8][C:5]([CH:6]=O)=[CH:4][CH:3]=1.Cl.[O:11]([NH2:14])[CH2:12][CH3:13], predict the reaction product. The product is: [CH2:12]([O:11][N:14]=[CH:6][C:5]1[CH:8]=[CH:9][C:2]([F:1])=[CH:3][CH:4]=1)[CH3:13]. (2) Given the reactants [OH:1][C:2]1[CH:3]=[C:4]2[C:9](=[CH:10][CH:11]=1)[CH:8]=[C:7]([C:12]1[NH:13][C:14]3[C:19]([C:20]=1[CH2:21][CH2:22][CH2:23][CH2:24][CH3:25])=[CH:18][CH:17]=[CH:16][CH:15]=3)[CH:6]=[CH:5]2.CC([O-])=O.[K+].[Br:31]Br, predict the reaction product. The product is: [Br:31][C:3]1[C:2]([OH:1])=[CH:11][CH:10]=[C:9]2[C:4]=1[CH:5]=[CH:6][C:7]([C:12]1[NH:13][C:14]3[C:19]([C:20]=1[CH2:21][CH2:22][CH2:23][CH2:24][CH3:25])=[CH:18][CH:17]=[CH:16][CH:15]=3)=[CH:8]2.